This data is from CYP1A2 inhibition data for predicting drug metabolism from PubChem BioAssay. The task is: Regression/Classification. Given a drug SMILES string, predict its absorption, distribution, metabolism, or excretion properties. Task type varies by dataset: regression for continuous measurements (e.g., permeability, clearance, half-life) or binary classification for categorical outcomes (e.g., BBB penetration, CYP inhibition). Dataset: cyp1a2_veith. (1) The drug is Cc1cccc(C(=O)Nc2nnc(-c3ccc(C(C)(C)C)cc3)s2)c1. The result is 0 (non-inhibitor). (2) The drug is CC(CN1C(=O)/C(=C/c2ccc(C#N)cc2)NC1=S)Cn1ccnc1. The result is 1 (inhibitor). (3) The molecule is Cc1sc(NC(=O)c2ccco2)c(C(c2ccncc2)N2CCOCC2)c1C. The result is 0 (non-inhibitor). (4) The compound is O=C(O)c1ccc(OCc2ccccc2)c(Cl)c1. The result is 0 (non-inhibitor). (5) The drug is N#Cc1cccc(-c2nc(NCc3ccccc3)c3ccccc3n2)c1. The result is 1 (inhibitor). (6) The drug is COc1cccc(C2C(C(=O)c3cc4ccccc4o3)=C(O)C(=O)N2c2cc(C)on2)c1OC. The result is 0 (non-inhibitor). (7) The drug is O=C1C=C[C@@H](O)[C@@H]2[C@@H]1CC[C@H]1C(=O)N(C[C@@H]3CCCO3)C(=O)[C@H]12. The result is 0 (non-inhibitor). (8) The compound is Cc1ccc(NC(=O)c2nnn(-c3cc(C)cc(C)c3)c2N)cc1. The result is 1 (inhibitor).